From a dataset of Full USPTO retrosynthesis dataset with 1.9M reactions from patents (1976-2016). Predict the reactants needed to synthesize the given product. (1) Given the product [Br:1][C:2]1[CH:7]=[CH:6][C:5]([CH2:8][N:26]2[CH:25]=[C:24]3[N:29]=[C:21]([C:15]4[CH:16]=[CH:17][CH:18]=[C:19]([F:20])[C:14]=4[F:13])[N:22]=[C:23]3[CH:28]=[N:27]2)=[C:4]([N+:10]([O-:12])=[O:11])[CH:3]=1, predict the reactants needed to synthesize it. The reactants are: [Br:1][C:2]1[CH:7]=[CH:6][C:5]([CH2:8]Br)=[C:4]([N+:10]([O-:12])=[O:11])[CH:3]=1.[F:13][C:14]1[C:19]([F:20])=[CH:18][CH:17]=[CH:16][C:15]=1[C:21]1[N:29]=[C:24]2[CH:25]=[N:26][NH:27][CH:28]=[C:23]2[N:22]=1.C(=O)([O-])[O-].[K+].[K+]. (2) Given the product [C:11]1([C:6]2[C:7]3[C:3](=[C:2]([OH:27])[CH:10]=[CH:9][CH:8]=3)[CH2:4][CH:5]=2)[CH:16]=[CH:15][CH:14]=[CH:13][CH:12]=1, predict the reactants needed to synthesize it. The reactants are: Br[C:2]1[CH:10]=[CH:9][CH:8]=[C:7]2[C:3]=1[CH2:4][CH2:5][C:6]2(OC)[C:11]1[CH:16]=[CH:15][CH:14]=[CH:13][CH:12]=1.[Li]CCCC.C([O:27]B(OC(C)C)OC(C)C)(C)C.C(O)(=O)C.OO.